Dataset: Forward reaction prediction with 1.9M reactions from USPTO patents (1976-2016). Task: Predict the product of the given reaction. (1) Given the reactants [N+:1]([C:4]1[CH:11]=[CH:10][C:7]([CH2:8][NH2:9])=[CH:6][CH:5]=1)([O-:3])=[O:2].C(N(CC)CC)C.[CH2:19]([S:21](Cl)(=[O:23])=[O:22])[CH3:20], predict the reaction product. The product is: [N+:1]([C:4]1[CH:5]=[CH:6][C:7]([CH2:8][NH:9][S:21]([CH2:19][CH3:20])(=[O:23])=[O:22])=[CH:10][CH:11]=1)([O-:3])=[O:2]. (2) Given the reactants [F:1][C:2]1[CH:7]=[CH:6][CH:5]=[CH:4][C:3]=1[CH:8]([NH:12][C:13]([NH:15][C:16]1[CH:21]=[CH:20][C:19]([Cl:22])=[CH:18][CH:17]=1)=[O:14])[C:9]([OH:11])=O.Cl.[N:24]1([CH:31]2[CH2:36][CH2:35][NH:34][CH2:33][CH2:32]2)[CH2:29][CH2:28][O:27][CH2:26][C:25]1=[O:30].C([N:39](CC)CC)C.Cl.N1CCCCC1.F[P-](F)(F)(F)(F)F.N1(O[P+](N(C)C)(N(C)C)N(C)C)C2C=CC=CC=2N=N1, predict the reaction product. The product is: [N:24]1([CH:31]2[CH2:36][CH2:35][N:34]([C:8]([C:3]3[CH:4]=[CH:5][CH:6]=[CH:7][C:2]=3[F:1])([NH:12][C:13]([NH:15][C:16]3[CH:21]=[CH:20][C:19]([Cl:22])=[CH:18][CH:17]=3)=[O:14])[C:9]([NH2:39])=[O:11])[CH2:33][CH2:32]2)[CH2:29][CH2:28][O:27][CH2:26][C:25]1=[O:30]. (3) Given the reactants [NH:1]1[C:10]2[C:5](=[CH:6][C:7]3[CH2:15][CH2:14][N:13]([C:16]([O:18][C:19]([CH3:22])([CH3:21])[CH3:20])=[O:17])[CH2:12][CH2:11][C:8]=3[CH:9]=2)[CH2:4][CH2:3][CH2:2]1.N1C=CC=CC=1.[Cl:29][C:30](Cl)([O:32]C(=O)OC(Cl)(Cl)Cl)Cl, predict the reaction product. The product is: [Cl:29][C:30]([N:1]1[C:10]2[C:5](=[CH:6][C:7]3[CH2:15][CH2:14][N:13]([C:16]([O:18][C:19]([CH3:22])([CH3:21])[CH3:20])=[O:17])[CH2:12][CH2:11][C:8]=3[CH:9]=2)[CH2:4][CH2:3][CH2:2]1)=[O:32]. (4) Given the reactants [O:1]1[CH2:6][CH2:5][N:4]([CH2:7][CH2:8][N:9]2[CH:13]=[CH:12][N:11]=[C:10]2[CH:14]=O)[CH2:3][CH2:2]1.[NH2:16][OH:17].Cl.C([O-])([O-])=O.[Na+].[Na+], predict the reaction product. The product is: [O:1]1[CH2:6][CH2:5][N:4]([CH2:7][CH2:8][N:9]2[CH:13]=[CH:12][N:11]=[C:10]2[CH:14]=[N:16][OH:17])[CH2:3][CH2:2]1.